Dataset: Peptide-MHC class I binding affinity with 185,985 pairs from IEDB/IMGT. Task: Regression. Given a peptide amino acid sequence and an MHC pseudo amino acid sequence, predict their binding affinity value. This is MHC class I binding data. (1) The peptide sequence is MSFQGRGVF. The MHC is SLA-10701 with pseudo-sequence SLA-10701. The binding affinity (normalized) is 0.0847. (2) The peptide sequence is PAARNGDAL. The MHC is H-2-Kb with pseudo-sequence H-2-Kb. The binding affinity (normalized) is 0.130. (3) The peptide sequence is RVNHAKYMV. The MHC is HLA-A02:02 with pseudo-sequence HLA-A02:02. The binding affinity (normalized) is 0.420. (4) The peptide sequence is PLLCTLNKSH. The MHC is HLA-A31:01 with pseudo-sequence HLA-A31:01. The binding affinity (normalized) is 0. (5) The peptide sequence is SNLNNLSEL. The binding affinity (normalized) is 0.316. The MHC is H-2-Kb with pseudo-sequence H-2-Kb. (6) The peptide sequence is KSNRTIISLNK. The MHC is Mamu-A02 with pseudo-sequence Mamu-A02. The binding affinity (normalized) is 0.189.